Dataset: Full USPTO retrosynthesis dataset with 1.9M reactions from patents (1976-2016). Task: Predict the reactants needed to synthesize the given product. (1) Given the product [NH2:19][C:20]1[C:29]2[N:30]=[C:31]([CH2:52][CH2:53][CH2:54][CH3:55])[N:32]([O:33][CH2:34][CH2:35][CH2:36][CH2:37][NH:38][C:39](=[O:51])[C:40]3[CH:45]=[CH:44][C:43]([NH:46][NH2:47])=[N:42][CH:41]=3)[C:28]=2[C:27]2[CH:26]=[CH:25][CH:24]=[CH:23][C:22]=2[N:21]=1, predict the reactants needed to synthesize it. The reactants are: C(C1C=CC(C(ON2C(=O)CCC2=O)=O)=CC=1)=O.[NH2:19][C:20]1[C:29]2[N:30]=[C:31]([CH2:52][CH2:53][CH2:54][CH3:55])[N:32]([O:33][CH2:34][CH2:35][CH2:36][CH2:37][NH:38][C:39](=[O:51])[C:40]3[CH:45]=[CH:44][C:43]([NH:46][N:47]=C(C)C)=[N:42][CH:41]=3)[C:28]=2[C:27]2[CH:26]=[CH:25][CH:24]=[CH:23][C:22]=2[N:21]=1. (2) Given the product [Cl:8][C:9]1[CH:10]=[C:11]([NH:16][C:17]2[C:26]3[C:21](=[CH:22][C:23]([O:33][CH2:34][CH2:35][N:36]4[CH2:37][CH2:38][NH:39][CH2:40][CH2:41]4)=[C:24]([O:27][CH:28]4[CH2:29][CH2:30][CH2:31][CH2:32]4)[CH:25]=3)[N:20]=[CH:19][N:18]=2)[CH:12]=[CH:13][C:14]=1[F:15], predict the reactants needed to synthesize it. The reactants are: FC(F)(F)C(O)=O.[Cl:8][C:9]1[CH:10]=[C:11]([NH:16][C:17]2[C:26]3[C:21](=[CH:22][C:23]([O:33][CH2:34][CH2:35][N:36]4[CH2:41][CH2:40][N:39](C(OC(C)(C)C)=O)[CH2:38][CH2:37]4)=[C:24]([O:27][CH:28]4[CH2:32][CH2:31][CH2:30][CH2:29]4)[CH:25]=3)[N:20]=[CH:19][N:18]=2)[CH:12]=[CH:13][C:14]=1[F:15]. (3) Given the product [CH3:27][O:26][C:21]1[CH:22]=[CH:23][CH:24]=[CH:25][C:20]=1[CH2:19][O:18][CH2:17][CH2:16][CH2:15][O:14][C:11]1[CH:12]=[CH:13][C:8]([CH:7]2[CH2:6][CH2:5][N:4]([C:28]([O:30][CH2:31][C:32]3[CH:33]=[CH:34][CH:35]=[CH:36][CH:37]=3)=[O:29])[CH2:3][CH:2]2[O:1][CH2:40][C:39]#[CH:38])=[CH:9][CH:10]=1, predict the reactants needed to synthesize it. The reactants are: [OH:1][CH:2]1[CH:7]([C:8]2[CH:13]=[CH:12][C:11]([O:14][CH2:15][CH2:16][CH2:17][O:18][CH2:19][C:20]3[CH:25]=[CH:24][CH:23]=[CH:22][C:21]=3[O:26][CH3:27])=[CH:10][CH:9]=2)[CH2:6][CH2:5][N:4]([C:28]([O:30][CH2:31][C:32]2[CH:37]=[CH:36][CH:35]=[CH:34][CH:33]=2)=[O:29])[CH2:3]1.[CH2:38](Br)[C:39]#[CH:40]. (4) Given the product [NH2:11][C:12]1[N:17]=[C:16]([Cl:18])[C:15]([CH2:19][C:20]2[CH:29]=[CH:28][C:23]([CH2:24][OH:25])=[CH:22][C:21]=2[O:30][CH3:31])=[C:14]([CH3:32])[N:13]=1, predict the reactants needed to synthesize it. The reactants are: [H-].C([Al+]CC(C)C)C(C)C.[NH2:11][C:12]1[N:17]=[C:16]([Cl:18])[C:15]([CH2:19][C:20]2[CH:29]=[CH:28][C:23]([C:24](OC)=[O:25])=[CH:22][C:21]=2[O:30][CH3:31])=[C:14]([CH3:32])[N:13]=1. (5) Given the product [NH2:23][C:4]1[CH:3]=[C:2]([Cl:1])[CH:7]=[CH:6][C:5]=1[N:8]([CH2:16][CH2:17][CH2:18][S:19]([CH3:22])(=[O:21])=[O:20])[C:9](=[O:15])[O:10][C:11]([CH3:13])([CH3:14])[CH3:12], predict the reactants needed to synthesize it. The reactants are: [Cl:1][C:2]1[CH:7]=[CH:6][C:5]([N:8]([CH2:16][CH2:17][CH2:18][S:19]([CH3:22])(=[O:21])=[O:20])[C:9](=[O:15])[O:10][C:11]([CH3:14])([CH3:13])[CH3:12])=[C:4]([N+:23]([O-])=O)[CH:3]=1. (6) Given the product [F:1][C:2]1[CH:3]=[C:4]2[C:8](=[CH:9][CH:10]=1)[NH:7][C:6]([CH3:11])=[C:5]2[C:13]1[C:22]2[C:17](=[C:18]([C:23]([F:26])([F:24])[F:25])[CH:19]=[CH:20][CH:21]=2)[N:16]=[CH:15][CH:14]=1, predict the reactants needed to synthesize it. The reactants are: [F:1][C:2]1[CH:3]=[C:4]2[C:8](=[CH:9][CH:10]=1)[NH:7][C:6]([CH3:11])=[CH:5]2.Cl[C:13]1[C:22]2[C:17](=[C:18]([C:23]([F:26])([F:25])[F:24])[CH:19]=[CH:20][CH:21]=2)[N:16]=[CH:15][CH:14]=1. (7) Given the product [C:18]([C:17]1[CH:13]([C:5]2[CH:6]=[CH:7][CH:8]=[C:9]3[C:4]=2[O:3][C:2]([CH3:1])=[CH:11][C:10]3=[O:12])[C:24]([C:25]([O:27][CH3:28])=[O:26])=[C:23]([CH3:29])[NH:22][C:16]=1[CH3:15])(=[O:20])[CH3:19], predict the reactants needed to synthesize it. The reactants are: [CH3:1][C:2]1[O:3][C:4]2[C:9]([C:10](=[O:12])[CH:11]=1)=[CH:8][CH:7]=[CH:6][C:5]=2[CH:13]=O.[CH3:15][C:16](=O)[CH2:17][C:18](=[O:20])[CH3:19].[NH2:22]/[C:23](/[CH3:29])=[CH:24]\[C:25]([O:27][CH3:28])=[O:26].C(O)(=O)C. (8) Given the product [CH3:33][NH:34][CH2:12][CH:13]1[CH2:17][C:16]2[CH:18]=[C:19]([C:29]([F:32])([F:31])[F:30])[CH:20]=[C:21]([C:22]3[CH:27]=[CH:26][CH:25]=[C:24]([F:28])[CH:23]=3)[C:15]=2[O:14]1, predict the reactants needed to synthesize it. The reactants are: CC1C=CC(S(O[CH2:12][CH:13]2[CH2:17][C:16]3[CH:18]=[C:19]([C:29]([F:32])([F:31])[F:30])[CH:20]=[C:21]([C:22]4[CH:27]=[CH:26][CH:25]=[C:24]([F:28])[CH:23]=4)[C:15]=3[O:14]2)(=O)=O)=CC=1.[CH3:33][NH2:34]. (9) Given the product [Br:7][C:8]1[CH:13]=[CH:12][C:11]([F:14])=[CH:10][C:9]=1/[CH:15]=[CH:16]/[C:17]([N:27]([O:28][CH3:29])[CH3:26])=[O:19], predict the reactants needed to synthesize it. The reactants are: C(Cl)(=O)C(Cl)=O.[Br:7][C:8]1[CH:13]=[CH:12][C:11]([F:14])=[CH:10][C:9]=1/[CH:15]=[CH:16]/[C:17]([OH:19])=O.CN(C)C=O.Cl.[CH3:26][NH:27][O:28][CH3:29].CCN(C(C)C)C(C)C.